Dataset: Peptide-MHC class II binding affinity with 134,281 pairs from IEDB. Task: Regression. Given a peptide amino acid sequence and an MHC pseudo amino acid sequence, predict their binding affinity value. This is MHC class II binding data. (1) The binding affinity (normalized) is 0.136. The MHC is HLA-DPA10103-DPB10401 with pseudo-sequence HLA-DPA10103-DPB10401. The peptide sequence is NLNIKLNMPLYIAGN. (2) The peptide sequence is LINSTKIYSYFPSVI. The MHC is DRB1_1101 with pseudo-sequence DRB1_1101. The binding affinity (normalized) is 0.612. (3) The peptide sequence is GGIVNAQNAQLSNCS. The MHC is DRB1_0701 with pseudo-sequence DRB1_0701. The binding affinity (normalized) is 0.132. (4) The peptide sequence is ALGALESEKEVQSLL. The MHC is DRB1_0101 with pseudo-sequence DRB1_0101. The binding affinity (normalized) is 0.176.